From a dataset of Peptide-MHC class II binding affinity with 134,281 pairs from IEDB. Regression. Given a peptide amino acid sequence and an MHC pseudo amino acid sequence, predict their binding affinity value. This is MHC class II binding data. (1) The peptide sequence is LSADQISTVQASFDKVK. The MHC is HLA-DQA10101-DQB10501 with pseudo-sequence HLA-DQA10101-DQB10501. The binding affinity (normalized) is 0.173. (2) The peptide sequence is PGHGISVGSLGRYKD. The MHC is HLA-DPA10201-DPB11401 with pseudo-sequence HLA-DPA10201-DPB11401. The binding affinity (normalized) is 0.142.